This data is from Forward reaction prediction with 1.9M reactions from USPTO patents (1976-2016). The task is: Predict the product of the given reaction. (1) Given the reactants [CH3:1][C:2]1([CH3:16])[C:6]([CH3:8])([CH3:7])[O:5][B:4]([C:9]2[CH:10]=[C:11]([CH:13]=[CH:14][CH:15]=2)[NH2:12])[O:3]1.C(N(CC)CC)C.[O:24]1[CH2:29][CH2:28][CH:27]([C:30](Cl)=[O:31])[CH2:26][CH2:25]1, predict the reaction product. The product is: [CH3:8][C:6]1([CH3:7])[C:2]([CH3:16])([CH3:1])[O:3][B:4]([C:9]2[CH:10]=[C:11]([NH:12][C:30]([CH:27]3[CH2:28][CH2:29][O:24][CH2:25][CH2:26]3)=[O:31])[CH:13]=[CH:14][CH:15]=2)[O:5]1. (2) The product is: [CH2:11]([N:14]1[C:1](=[O:10])[C:2]2[C:3](=[CH:5][CH:6]=[CH:7][CH:8]=2)[N:4]=[C:15]1[C:16]1[CH:21]=[CH:20][C:19]([O:22][CH2:23][CH2:32][CH2:31][N:30]2[CH2:35][CH2:34][CH2:28][CH2:27][CH2:26]2)=[CH:18][CH:17]=1)[CH2:12][CH3:13]. Given the reactants [C:1]([OH:10])(=O)[C:2]1[C:3](=[CH:5][CH:6]=[CH:7][CH:8]=1)[NH2:4].[CH2:11]([NH2:14])[CH2:12][CH3:13].[CH:15](=O)[C:16]1[CH:21]=[CH:20][C:19]([O:22][CH3:23])=[CH:18][CH:17]=1.Cl[CH2:26][CH2:27][CH2:28]Br.[NH:30]1[CH2:35][CH2:34]C[CH2:32][CH2:31]1, predict the reaction product. (3) Given the reactants [F:1][C:2]1[C:7]([NH:8][C:9]2[C:14]([C:15]3[N:23]=[CH:22][N:21]=[C:20]4[C:16]=3[N:17]=[CH:18][N:19]4C3CCCCO3)=[CH:13][CH:12]=[CH:11][N:10]=2)=[C:6]([F:30])[CH:5]=[CH:4][C:3]=1[NH:31][S:32]([CH2:35][CH2:36][CH3:37])(=[O:34])=[O:33].C(O)(C(F)(F)F)=O.C([O-])(O)=O.[Na+], predict the reaction product. The product is: [N:23]1[C:15]([C:14]2[C:9]([NH:8][C:7]3[C:2]([F:1])=[C:3]([NH:31][S:32]([CH2:35][CH2:36][CH3:37])(=[O:33])=[O:34])[CH:4]=[CH:5][C:6]=3[F:30])=[N:10][CH:11]=[CH:12][CH:13]=2)=[C:16]2[C:20]([NH:19][CH:18]=[N:17]2)=[N:21][CH:22]=1. (4) Given the reactants [F:1][C:2]1[CH:7]=[CH:6][C:5]([C:8]2[O:31][C:11]3=[N:12][C:13]([NH:25][CH2:26][C:27]([F:30])([F:29])[F:28])=[C:14]([C:16]4[CH:17]=[C:18]([CH:22]=[CH:23][CH:24]=4)[C:19](O)=[O:20])[CH:15]=[C:10]3[C:9]=2[C:32](=[O:35])[NH:33][CH3:34])=[CH:4][CH:3]=1.C(N(C(C)C)C(C)C)C.Cl.[CH3:46][C:47]1[N:51]=[C:50]([C:52]2([NH2:55])[CH2:54][CH2:53]2)[O:49][N:48]=1.CN(C(ON1N=NC2C=CC=NC1=2)=[N+](C)C)C.F[P-](F)(F)(F)(F)F, predict the reaction product. The product is: [F:1][C:2]1[CH:3]=[CH:4][C:5]([C:8]2[O:31][C:11]3=[N:12][C:13]([NH:25][CH2:26][C:27]([F:28])([F:29])[F:30])=[C:14]([C:16]4[CH:24]=[CH:23][CH:22]=[C:18]([C:19](=[O:20])[NH:55][C:52]5([C:50]6[O:49][N:48]=[C:47]([CH3:46])[N:51]=6)[CH2:54][CH2:53]5)[CH:17]=4)[CH:15]=[C:10]3[C:9]=2[C:32]([NH:33][CH3:34])=[O:35])=[CH:6][CH:7]=1. (5) Given the reactants [Cl:1][C:2]1[CH:3]=[CH:4][C:5]([S:10][CH2:11][CH2:12][CH3:13])=[C:6]([CH:9]=1)[C:7]#[N:8].ClC1C=CC(SCC)=C(C=1)CN, predict the reaction product. The product is: [Cl:1][C:2]1[CH:3]=[CH:4][C:5]([S:10][CH2:11][CH2:12][CH3:13])=[C:6]([CH2:7][NH2:8])[CH:9]=1. (6) Given the reactants [CH3:1][C:2]1[CH:3]=[C:4]([C:9]([F:12])([F:11])[F:10])[C:5](=[O:8])[NH:6][N:7]=1.C1C(=O)N([Br:20])C(=O)C1, predict the reaction product. The product is: [Br:20][CH2:1][C:2]1[CH:3]=[C:4]([C:9]([F:12])([F:10])[F:11])[C:5](=[O:8])[NH:6][N:7]=1. (7) Given the reactants C([C:3]1C=[CH:15][C:6]2[CH2:7][CH2:8][N:9](C(=O)C)[CH2:10][CH2:11][C:5]=2[CH:4]=1)#N.[OH-:17].[Na+].Cl.[C:28](O[C:28]([O:30][C:31]([CH3:34])([CH3:33])[CH3:32])=[O:29])([O:30][C:31]([CH3:34])([CH3:33])[CH3:32])=[O:29].[O:35]1[CH2:40][CH2:39]OCC1, predict the reaction product. The product is: [CH3:34][C:31]([O:30][C:28]([N:9]1[CH2:10][CH2:11][C:5]2[CH:4]=[CH:3][C:39]([C:40]([OH:35])=[O:17])=[CH:15][C:6]=2[CH2:7][CH2:8]1)=[O:29])([CH3:32])[CH3:33].